This data is from Reaction yield outcomes from USPTO patents with 853,638 reactions. The task is: Predict the reaction yield, written as a fraction of the theoretical maximum amount of product (1.0 means a 100% yield; for example, 0.34 means a 34% yield). (1) The reactants are Br[C:2]1[CH:3]=[CH:4][C:5]2[NH:10][CH:9]([CH3:11])[O:8][C:7]([CH3:13])([CH3:12])[C:6]=2[CH:14]=1.[Cl:15][C:16]1[CH:17]=[C:18](B(O)O)[CH:19]=[CH:20][C:21]=1[F:22].C(=O)([O-])[O-].[Na+].[Na+].C(OCC)(=O)C. The catalyst is COCCOC.O.C1C=CC([P]([Pd]([P](C2C=CC=CC=2)(C2C=CC=CC=2)C2C=CC=CC=2)([P](C2C=CC=CC=2)(C2C=CC=CC=2)C2C=CC=CC=2)[P](C2C=CC=CC=2)(C2C=CC=CC=2)C2C=CC=CC=2)(C2C=CC=CC=2)C2C=CC=CC=2)=CC=1. The product is [Cl:15][C:16]1[CH:17]=[C:18]([C:2]2[CH:3]=[CH:4][C:5]3[NH:10][CH:9]([CH3:11])[O:8][C:7]([CH3:13])([CH3:12])[C:6]=3[CH:14]=2)[CH:19]=[CH:20][C:21]=1[F:22]. The yield is 0.350. (2) The reactants are [OH:1][C:2]1[C:7]([CH3:8])=[C:6]([O:9][CH2:10][C:11]2[CH:16]=[CH:15][CH:14]=[CH:13][CH:12]=2)[CH:5]=[CH:4][C:3]=1[C:17](=[O:19])[CH3:18].[C:20](OCC)(=O)[C:21]([O:23]CC)=[O:22].C[O-].[Na+]. The catalyst is C1(C)C=CC=CC=1. The product is [CH3:8][C:7]1[C:2]2[O:1][C:20]([C:21]([OH:23])=[O:22])=[CH:18][C:17](=[O:19])[C:3]=2[CH:4]=[CH:5][C:6]=1[O:9][CH2:10][C:11]1[CH:12]=[CH:13][CH:14]=[CH:15][CH:16]=1. The yield is 0.954. (3) The reactants are [NH:1]1[CH2:4][CH:3]([C:5]([OH:7])=[O:6])[CH2:2]1.C(O)(=O)C.[Cl:12][C:13]1[CH:14]=[C:15]([C:23]2[N:27]=[C:26]([C:28]3[CH:35]=[CH:34][C:31]([CH:32]=O)=[CH:30][CH:29]=3)[O:25][N:24]=2)[CH:16]=[CH:17][C:18]=1[O:19][CH:20]([CH3:22])[CH3:21].C([BH3-])#N.[Na+]. The catalyst is CO. The product is [Cl:12][C:13]1[CH:14]=[C:15]([C:23]2[N:27]=[C:26]([C:28]3[CH:29]=[CH:30][C:31]([CH2:32][N:1]4[CH2:4][CH:3]([C:5]([OH:7])=[O:6])[CH2:2]4)=[CH:34][CH:35]=3)[O:25][N:24]=2)[CH:16]=[CH:17][C:18]=1[O:19][CH:20]([CH3:21])[CH3:22]. The yield is 0.554. (4) The reactants are [Br:1][C:2]1[CH:3]=[C:4]([C:14]([F:17])([F:16])[F:15])[C:5]2[N:6]([CH:8]=[C:9]([C:11]([OH:13])=[O:12])[N:10]=2)[CH:7]=1.[N+:18]([O-])([OH:20])=[O:19]. The catalyst is OS(O)(=O)=O. The product is [Br:1][C:2]1[CH:3]=[C:4]([C:14]([F:16])([F:17])[F:15])[C:5]2[N:6]([C:8]([N+:18]([O-:20])=[O:19])=[C:9]([C:11]([OH:13])=[O:12])[N:10]=2)[CH:7]=1. The yield is 0.780. (5) The reactants are [N+:1]([C:4]1[CH:5]=[C:6]2[C:10](=[CH:11][CH:12]=1)[NH:9][N:8]=[CH:7]2)([O-:3])=[O:2].C(N(CC)CC)C.[C:20](OC(=O)C)(=[O:22])[CH3:21].CCOC(C)=O. The catalyst is C1COCC1. The product is [N+:1]([C:4]1[CH:5]=[C:6]2[C:10](=[CH:11][CH:12]=1)[N:9]([C:20](=[O:22])[CH3:21])[N:8]=[CH:7]2)([O-:3])=[O:2]. The yield is 0.900.